This data is from Reaction yield outcomes from USPTO patents with 853,638 reactions. The task is: Predict the reaction yield, written as a fraction of the theoretical maximum amount of product (1.0 means a 100% yield; for example, 0.34 means a 34% yield). The reactants are [C:1]([C:3]1[C:4](=[O:24])[N:5]([C:11]2[CH:16]=[CH:15][C:14]([C:17]([CH3:23])([CH3:22])[C:18]([O:20][CH3:21])=[O:19])=[CH:13][CH:12]=2)[CH2:6][CH2:7][C:8]=1OC)#[N:2].[N:25]#[C:26][NH2:27].[CH3:28][O-:29].[Na+].S(=O)(=O)(O)O.[OH-].[Na+]. The catalyst is CO. The product is [NH2:2][C:1]1[C:3]2[C:4](=[O:24])[N:5]([C:11]3[CH:12]=[CH:13][C:14]([C:17]([CH3:23])([CH3:22])[C:18]([O:20][CH3:21])=[O:19])=[CH:15][CH:16]=3)[CH2:6][CH2:7][C:8]=2[N:25]=[C:26]([O:29][CH3:28])[N:27]=1. The yield is 0.830.